This data is from Peptide-MHC class II binding affinity with 134,281 pairs from IEDB. The task is: Regression. Given a peptide amino acid sequence and an MHC pseudo amino acid sequence, predict their binding affinity value. This is MHC class II binding data. (1) The peptide sequence is ISASSAAQRRGRIGR. The MHC is HLA-DQA10501-DQB10302 with pseudo-sequence HLA-DQA10501-DQB10302. The binding affinity (normalized) is 0. (2) The peptide sequence is REASREYEDKVWDKY. The MHC is DRB1_0101 with pseudo-sequence DRB1_0101. The binding affinity (normalized) is 0. (3) The peptide sequence is QLAFDTYQEFEEAYI. The MHC is DRB1_0405 with pseudo-sequence DRB1_0405. The binding affinity (normalized) is 0.206. (4) The peptide sequence is SSMMEAMVSRARIDA. The MHC is DRB1_1101 with pseudo-sequence DRB1_1101. The binding affinity (normalized) is 0.219. (5) The peptide sequence is FEAAFNDAIKASTGG. The MHC is HLA-DQA10101-DQB10501 with pseudo-sequence HLA-DQA10101-DQB10501. The binding affinity (normalized) is 0.184. (6) The peptide sequence is HDKKSMGDDHFWAVR. The MHC is HLA-DQA10501-DQB10301 with pseudo-sequence HLA-DQA10501-DQB10301. The binding affinity (normalized) is 0. (7) The peptide sequence is DINVGFKAAVAAAAG. The binding affinity (normalized) is 0.383. The MHC is DRB4_0101 with pseudo-sequence DRB4_0103. (8) The peptide sequence is GELQNVDKIDAAFKI. The binding affinity (normalized) is 0.384. The MHC is DRB1_1201 with pseudo-sequence DRB1_1201. (9) The peptide sequence is MSSGSFINISV. The MHC is HLA-DPA10201-DPB10501 with pseudo-sequence HLA-DPA10201-DPB10501. The binding affinity (normalized) is 0.0593.